Task: Predict the reaction yield, written as a fraction of the theoretical maximum amount of product (1.0 means a 100% yield; for example, 0.34 means a 34% yield).. Dataset: Reaction yield outcomes from USPTO patents with 853,638 reactions (1) The reactants are Br[C:2]1[CH:3]=[CH:4][C:5]2[S:20][C:8]3[CH2:9][N:10]([C:13]([O:15][C:16]([CH3:19])([CH3:18])[CH3:17])=[O:14])[CH2:11][CH2:12][C:7]=3[C:6]=2[CH:21]=1.[F:22][C:23]1[CH:24]=[CH:25][C:26]([CH2:29][O:30][C:31]2[CH:36]=[CH:35][NH:34][C:33](=[O:37])[CH:32]=2)=[N:27][CH:28]=1. No catalyst specified. The product is [F:22][C:23]1[CH:24]=[CH:25][C:26]([CH2:29][O:30][C:31]2[CH:36]=[CH:35][N:34]([C:2]3[CH:3]=[CH:4][C:5]4[S:20][C:8]5[CH2:9][N:10]([C:13]([O:15][C:16]([CH3:19])([CH3:18])[CH3:17])=[O:14])[CH2:11][CH2:12][C:7]=5[C:6]=4[CH:21]=3)[C:33](=[O:37])[CH:32]=2)=[N:27][CH:28]=1. The yield is 0.300. (2) The reactants are CN1CCOCC1.[N:8]1([C:13]2[CH:18]=[CH:17][C:16]([C:19]3([C:22]([OH:24])=O)[CH2:21][CH2:20]3)=[CH:15][CH:14]=2)[CH:12]=[CH:11][CH:10]=[N:9]1.Cl.Cl.[NH:27]1[CH2:31][CH2:30][C:29]2([C:39]3[CH:38]=[CH:37][N:36]=[CH:35][C:34]=3[C:33](=[O:40])[O:32]2)[CH2:28]1.F[P-](F)(F)(F)(F)F.N1(O[P+](N(C)C)(N(C)C)N(C)C)C2C=CC=CC=2N=N1.C(O)(C(F)(F)F)=O. The catalyst is CN(C=O)C. The product is [N:8]1([C:13]2[CH:14]=[CH:15][C:16]([C:19]3([C:22]([N:27]4[CH2:31][CH2:30][C@@:29]5([C:39]6[CH:38]=[CH:37][N:36]=[CH:35][C:34]=6[C:33](=[O:40])[O:32]5)[CH2:28]4)=[O:24])[CH2:20][CH2:21]3)=[CH:17][CH:18]=2)[CH:12]=[CH:11][CH:10]=[N:9]1. The yield is 0.300.